From a dataset of Forward reaction prediction with 1.9M reactions from USPTO patents (1976-2016). Predict the product of the given reaction. (1) The product is: [CH3:1][C:2]1[CH:14]=[CH:13][C:12]2[N:11]([CH2:22][CH:21]([C:23]3[CH:24]=[N:25][CH:26]=[CH:27][CH:28]=3)[OH:20])[C:10]3[CH2:9][CH2:8][N:7]4[CH2:15][CH2:16][CH2:17][CH:6]4[C:5]=3[C:4]=2[CH:3]=1. Given the reactants [CH3:1][C:2]1[CH:14]=[CH:13][C:12]2[NH:11][C:10]3[CH2:9][CH2:8][N:7]4[CH2:15][CH2:16][CH2:17][CH:6]4[C:5]=3[C:4]=2[CH:3]=1.[H-].[Na+].[O:20]1[CH2:22][CH:21]1[C:23]1[CH:24]=[N:25][CH:26]=[CH:27][CH:28]=1, predict the reaction product. (2) Given the reactants [C:1]([Si:5]([CH3:23])([CH3:22])[O:6][C@H:7]1[CH2:15][CH2:14][CH2:13][C@@:12]2([CH3:16])[C@H:8]1[CH2:9][CH2:10][C@@H:11]2[C:17](=[CH2:21])[CH2:18][CH2:19][OH:20])([CH3:4])([CH3:3])[CH3:2].N1C=CN=C1.[Si:29](Cl)([C:32]([CH3:35])([CH3:34])[CH3:33])([CH3:31])[CH3:30], predict the reaction product. The product is: [C:1]([Si:5]([CH3:23])([CH3:22])[O:6][C@H:7]1[CH2:15][CH2:14][CH2:13][C@@:12]2([CH3:16])[C@H:8]1[CH2:9][CH2:10][C@@H:11]2[C:17](=[CH2:21])[CH2:18][CH2:19][O:20][Si:29]([C:32]([CH3:35])([CH3:34])[CH3:33])([CH3:31])[CH3:30])([CH3:4])([CH3:3])[CH3:2]. (3) The product is: [O:18]=[C:7]([CH3:1])[C@@H:8]([NH:10][C:11](=[O:17])[O:12][C:13]([CH3:14])([CH3:15])[CH3:16])[CH3:9]. Given the reactants [CH3:1][Mg]Br.CON(C)[C:7](=[O:18])[C@@H:8]([NH:10][C:11](=[O:17])[O:12][C:13]([CH3:16])([CH3:15])[CH3:14])[CH3:9], predict the reaction product. (4) Given the reactants [CH2:1]([N:8]1[C:16]2[C:11](=[CH:12][C:13]([NH:17][C:18]3[C:27]4[C:22](=[CH:23][CH:24]=[C:25](I)[CH:26]=4)[N:21]=[CH:20][N:19]=3)=[CH:14][CH:15]=2)[CH:10]=[N:9]1)[C:2]1[CH:7]=[CH:6][CH:5]=[CH:4][CH:3]=1.C([Sn](CCCC)(CCCC)[C:34]1[N:38]([CH3:39])[CH:37]=[N:36][CH:35]=1)CCC, predict the reaction product. The product is: [CH2:1]([N:8]1[C:16]2[C:11](=[CH:12][C:13]([NH:17][C:18]3[C:27]4[C:22](=[CH:23][CH:24]=[C:25]([C:34]5[N:38]([CH3:39])[CH:37]=[N:36][CH:35]=5)[CH:26]=4)[N:21]=[CH:20][N:19]=3)=[CH:14][CH:15]=2)[CH:10]=[N:9]1)[C:2]1[CH:7]=[CH:6][CH:5]=[CH:4][CH:3]=1. (5) Given the reactants [F:1][C:2]([F:48])([F:47])[C:3]1[CH:4]=[C:5]([C@H:13]2[O:17][C:16](=[O:18])[N:15]([CH2:19][C:20]3[CH:25]=[C:24]([O:26][C:27]([F:30])([F:29])[F:28])[CH:23]=[CH:22][C:21]=3[NH:31][C:32]([C@H:34]3[CH2:39][CH2:38][C@H:37]([CH2:40][C:41]([O:43][CH2:44][CH3:45])=[O:42])[CH2:36][CH2:35]3)=[O:33])[C@H:14]2[CH3:46])[CH:6]=[C:7]([C:9]([F:12])([F:11])[F:10])[CH:8]=1.[H-].[Na+].I[CH2:52][CH3:53], predict the reaction product. The product is: [F:12][C:9]([F:11])([F:10])[C:7]1[CH:6]=[C:5]([C@H:13]2[O:17][C:16](=[O:18])[N:15]([CH2:19][C:20]3[CH:25]=[C:24]([O:26][C:27]([F:30])([F:28])[F:29])[CH:23]=[CH:22][C:21]=3[N:31]([CH2:52][CH3:53])[C:32]([C@H:34]3[CH2:39][CH2:38][C@H:37]([CH2:40][C:41]([O:43][CH2:44][CH3:45])=[O:42])[CH2:36][CH2:35]3)=[O:33])[C@H:14]2[CH3:46])[CH:4]=[C:3]([C:2]([F:1])([F:47])[F:48])[CH:8]=1. (6) Given the reactants [Br:1][C:2]1[CH:7]=[CH:6][C:5]([C:8]2[C:12]3[CH2:13][C:14]4[S:15][CH:16]=[CH:17][C:18]=4[C:11]=3[NH:10][N:9]=2)=[CH:4][CH:3]=1.[Br:19]Br, predict the reaction product. The product is: [Br:19][C:16]1[S:15][C:14]2[CH2:13][C:12]3[C:8]([C:5]4[CH:6]=[CH:7][C:2]([Br:1])=[CH:3][CH:4]=4)=[N:9][NH:10][C:11]=3[C:18]=2[CH:17]=1.